Predict the reactants needed to synthesize the given product. From a dataset of Full USPTO retrosynthesis dataset with 1.9M reactions from patents (1976-2016). (1) Given the product [F:1][C:2]1[CH:34]=[CH:33][C:5]([CH2:6][N:7]2[C:16](=[O:17])[C:15]([C:18]3[NH:23][C:22]4[CH:24]=[CH:25][C:26]([NH:44][S:41]([C:37]5[CH:36]=[N:35][CH:40]=[CH:39][CH:38]=5)(=[O:43])=[O:42])=[CH:27][C:21]=4[S:20](=[O:30])(=[O:29])[N:19]=3)=[C:14]([OH:31])[C@H:13]3[C@@H:8]2[C@H:9]2[CH2:32][C@@H:12]3[CH2:11][CH2:10]2)=[CH:4][CH:3]=1, predict the reactants needed to synthesize it. The reactants are: [F:1][C:2]1[CH:34]=[CH:33][C:5]([CH2:6][N:7]2[C:16](=[O:17])[C:15]([C:18]3[NH:23][C:22]4[CH:24]=[CH:25][C:26](I)=[CH:27][C:21]=4[S:20](=[O:30])(=[O:29])[N:19]=3)=[C:14]([OH:31])[C@H:13]3[C@@H:8]2[C@H:9]2[CH2:32][C@@H:12]3[CH2:11][CH2:10]2)=[CH:4][CH:3]=1.[N:35]1[CH:40]=[CH:39][CH:38]=[C:37]([S:41]([NH2:44])(=[O:43])=[O:42])[CH:36]=1.N(CC(O)=O)C.P([O-])([O-])([O-])=O.[K+].[K+].[K+]. (2) Given the product [CH2:15]([C:12]([C:17]1[O:18][C:19]2[CH:25]=[CH:24][C:23]([C:26]([N:28]([CH2:29][C:30]([OH:32])=[O:31])[CH3:39])=[O:27])=[CH:22][C:20]=2[CH:21]=1)([C:9]1[CH:10]=[CH:11][C:6]([O:5][CH2:4][CH:3]([OH:34])[C:2]([CH3:1])([CH3:35])[CH3:36])=[C:7]([CH3:33])[CH:8]=1)[CH2:13][CH3:14])[CH3:16], predict the reactants needed to synthesize it. The reactants are: [CH3:1][C:2]([CH3:36])([CH3:35])[C:3](=[O:34])[CH2:4][O:5][C:6]1[CH:11]=[CH:10][C:9]([C:12]([C:17]2[O:18][C:19]3[CH:25]=[CH:24][C:23]([C:26]([NH:28][CH2:29][C:30]([OH:32])=[O:31])=[O:27])=[CH:22][C:20]=3[CH:21]=2)([CH2:15][CH3:16])[CH2:13][CH3:14])=[CH:8][C:7]=1[CH3:33].[BH4-].[Na+].[CH2:39]1COCC1. (3) Given the product [C:20]([O:19][C:17]([NH:16][CH:9]1[C:8]2[C:13](=[C:14]([CH3:15])[C:5]([C:3]([OH:4])=[O:2])=[CH:6][CH:7]=2)[S:12][CH2:11][CH2:10]1)=[O:18])([CH3:23])([CH3:22])[CH3:21], predict the reactants needed to synthesize it. The reactants are: C[O:2][C:3]([C:5]1[C:14]([CH3:15])=[C:13]2[C:8]([CH:9]([NH:16][C:17]([O:19][C:20]([CH3:23])([CH3:22])[CH3:21])=[O:18])[CH2:10][CH2:11][S:12]2)=[CH:7][CH:6]=1)=[O:4].C(=O)([O-])[O-].[K+].[K+]. (4) Given the product [CH3:27][N:28]([CH3:47])[CH2:29][CH2:30][S:31][C:32]1[NH:33][C:34]([C:40]2[CH:41]=[CH:42][C:43]([F:46])=[CH:44][CH:45]=2)=[C:35]([C:37]([NH:26][C:21]2[CH:22]=[CH:23][C:24]([CH3:25])=[C:19]([C:18]#[C:17][C:10]3[N:11]4[N:12]=[CH:13][CH:14]=[CH:15][C:16]4=[N:8][CH:9]=3)[CH:20]=2)=[O:38])[N:36]=1, predict the reactants needed to synthesize it. The reactants are: OC(C(F)(F)F)=O.[N:8]1[CH:9]=[C:10]([C:17]#[C:18][C:19]2[CH:20]=[C:21]([NH2:26])[CH:22]=[CH:23][C:24]=2[CH3:25])[N:11]2[C:16]=1[CH:15]=[CH:14][CH:13]=[N:12]2.[CH3:27][N:28]([CH3:47])[CH2:29][CH2:30][S:31][C:32]1[NH:33][C:34]([C:40]2[CH:45]=[CH:44][C:43]([F:46])=[CH:42][CH:41]=2)=[C:35]([C:37](O)=[O:38])[N:36]=1.CN(C(ON1N=NC2C=CC=NC1=2)=[N+](C)C)C.F[P-](F)(F)(F)(F)F.CCN(C(C)C)C(C)C. (5) Given the product [N:14]1[CH:15]=[CH:16][CH:17]=[CH:18][C:13]=1[C:11]1[N:12]=[C:8]([C:5]2[CH:6]=[CH:7][C:2]([N:25]3[C:33]4[C:28](=[CH:29][CH:30]=[CH:31][CH:32]=4)[CH:27]=[CH:26]3)=[CH:3][CH:4]=2)[N:9]([C:19]2[CH:20]=[N:21][CH:22]=[CH:23][CH:24]=2)[CH:10]=1, predict the reactants needed to synthesize it. The reactants are: I[C:2]1[CH:7]=[CH:6][C:5]([C:8]2[N:9]([C:19]3[CH:20]=[N:21][CH:22]=[CH:23][CH:24]=3)[CH:10]=[C:11]([C:13]3[CH:18]=[CH:17][CH:16]=[CH:15][N:14]=3)[N:12]=2)=[CH:4][CH:3]=1.[NH:25]1[C:33]2[C:28](=[CH:29][CH:30]=[CH:31][CH:32]=2)[CH:27]=[CH:26]1.[O-]P([O-])([O-])=O.[K+].[K+].[K+].[C@@H]1(N)CCCC[C@H]1N. (6) Given the product [C:1]([C:5]1[CH:10]=[CH:9][C:8]([C:11]2[N:15]([C:40]([C:36]3[O:35][CH:39]=[CH:38][CH:37]=3)=[O:41])[C@@:14]([C:17]3[CH:22]=[CH:21][C:20]([Cl:23])=[CH:19][CH:18]=3)([CH3:16])[C@@:13]([C:25]3[CH:26]=[CH:27][C:28]([Cl:31])=[CH:29][CH:30]=3)([CH3:24])[N:12]=2)=[C:7]([O:32][CH2:33][CH3:34])[CH:6]=1)([CH3:2])([CH3:3])[CH3:4], predict the reactants needed to synthesize it. The reactants are: [C:1]([C:5]1[CH:10]=[CH:9][C:8]([C:11]2[NH:12][C:13]([C:25]3[CH:30]=[CH:29][C:28]([Cl:31])=[CH:27][CH:26]=3)([CH3:24])[C:14]([C:17]3[CH:22]=[CH:21][C:20]([Cl:23])=[CH:19][CH:18]=3)([CH3:16])[N:15]=2)=[C:7]([O:32][CH2:33][CH3:34])[CH:6]=1)([CH3:4])([CH3:3])[CH3:2].[O:35]1[CH:39]=[CH:38][CH:37]=[C:36]1[C:40](Cl)=[O:41]. (7) Given the product [CH3:1][O:2][C:3]1[CH:8]=[CH:7][C:6]([CH3:9])=[CH:5][C:4]=1[C:10]1([CH3:17])[NH:14][C:13](=[O:15])[N:12]([CH2:19][C:20](=[O:21])[C:22]2[CH:27]=[CH:26][CH:25]=[CH:24][CH:23]=2)[C:11]1=[O:16], predict the reactants needed to synthesize it. The reactants are: [CH3:1][O:2][C:3]1[CH:8]=[CH:7][C:6]([CH3:9])=[CH:5][C:4]=1[C:10]1([CH3:17])[NH:14][C:13](=[O:15])[NH:12][C:11]1=[O:16].Br[CH2:19][C:20]([C:22]1[CH:27]=[CH:26][CH:25]=[CH:24][CH:23]=1)=[O:21].